Dataset: Reaction yield outcomes from USPTO patents with 853,638 reactions. Task: Predict the reaction yield, written as a fraction of the theoretical maximum amount of product (1.0 means a 100% yield; for example, 0.34 means a 34% yield). (1) The reactants are [CH3:1][O:2][C:3]1[CH:8]=[CH:7][C:6]([NH2:9])=[CH:5][CH:4]=1.C1(P(C2CCCCC2)C2C=CC=CC=2C2C(C(C)C)=CC(C(C)C)=CC=2C(C)C)CCCCC1.C(=O)([O-])[O-].[Cs+].[Cs+].FC(F)(F)S(O[C:56]1[CH:57]=[C:58]2[C:63](=[CH:64][CH:65]=1)[CH2:62][CH:61]([C:66]([O:68][CH3:69])=[O:67])[CH2:60][CH2:59]2)(=O)=O. The catalyst is C(O)(C)(C)C.C1(C)C=CC=CC=1.C([O-])(=O)C.[Pd+2].C([O-])(=O)C. The yield is 0.850. The product is [CH3:1][O:2][C:3]1[CH:8]=[CH:7][C:6]([NH:9][C:56]2[CH:57]=[C:58]3[C:63](=[CH:64][CH:65]=2)[CH2:62][CH:61]([C:66]([O:68][CH3:69])=[O:67])[CH2:60][CH2:59]3)=[CH:5][CH:4]=1. (2) The reactants are [CH:1]([C:3]1[N:8]=[N:7][C:6]2[O:9][CH2:10][CH2:11][S:12][C:5]=2[CH:4]=1)=C.I([O-])(=O)(=O)=[O:14].[Na+]. The catalyst is O1CCOCC1.O.[Os](=O)(=O)(=O)=O. The product is [N:7]1[C:6]2[O:9][CH2:10][CH2:11][S:12][C:5]=2[CH:4]=[C:3]([CH:1]=[O:14])[N:8]=1. The yield is 0.360. (3) The reactants are C([O-])([O-])=O.[Na+].[Na+].CC1(C)C(C)(C)OB([C:15]2[CH:20]=[CH:19][C:18]([NH2:21])=[CH:17][CH:16]=2)O1.[C:23]([O:27][C:28]([N:30]1[CH2:33][CH:32]([CH2:34][NH:35][C:36]2[N:41]=[C:40](Cl)[N:39]=[C:38]([N:43]3[CH2:48][CH2:47][O:46][CH2:45][CH2:44]3)[N:37]=2)[CH2:31]1)=[O:29])([CH3:26])([CH3:25])[CH3:24]. The catalyst is C1C=CC([P]([Pd]([P](C2C=CC=CC=2)(C2C=CC=CC=2)C2C=CC=CC=2)([P](C2C=CC=CC=2)(C2C=CC=CC=2)C2C=CC=CC=2)[P](C2C=CC=CC=2)(C2C=CC=CC=2)C2C=CC=CC=2)(C2C=CC=CC=2)C2C=CC=CC=2)=CC=1.C(COC)OC. The product is [C:23]([O:27][C:28]([N:30]1[CH2:33][CH:32]([CH2:34][NH:35][C:36]2[N:41]=[C:40]([C:15]3[CH:16]=[CH:17][C:18]([NH2:21])=[CH:19][CH:20]=3)[N:39]=[C:38]([N:43]3[CH2:48][CH2:47][O:46][CH2:45][CH2:44]3)[N:37]=2)[CH2:31]1)=[O:29])([CH3:26])([CH3:24])[CH3:25]. The yield is 0.530. (4) The reactants are C([O:4][C@H:5]([CH3:50])[C:6]([N:8]([C@@H:25]([C:30]1[N:31]=[C:32]([C:42]2[CH:47]=[C:46]([F:48])[CH:45]=[CH:44][C:43]=2[F:49])[S:33][C:34]=1[CH2:35][C:36]1[CH:41]=[CH:40][CH:39]=[CH:38][CH:37]=1)[C:26]([CH3:29])([CH3:28])[CH3:27])[CH2:9][CH2:10][C@H:11]([N:14]1C(=O)C2C(=CC=CC=2)C1=O)[CH2:12][F:13])=[O:7])(=O)C.NN. The catalyst is CCO. The product is [NH2:14][C@H:11]([CH2:12][F:13])[CH2:10][CH2:9][N:8]([C@@H:25]([C:30]1[N:31]=[C:32]([C:42]2[CH:47]=[C:46]([F:48])[CH:45]=[CH:44][C:43]=2[F:49])[S:33][C:34]=1[CH2:35][C:36]1[CH:41]=[CH:40][CH:39]=[CH:38][CH:37]=1)[C:26]([CH3:28])([CH3:27])[CH3:29])[C:6](=[O:7])[C@@H:5]([OH:4])[CH3:50]. The yield is 0.250.